Dataset: Forward reaction prediction with 1.9M reactions from USPTO patents (1976-2016). Task: Predict the product of the given reaction. The product is: [NH2:1][C:2]1[N:11]=[C:10]([C:12]([N:14]2[CH2:22][C:21]3[C:16](=[CH:17][CH:18]=[CH:19][CH:20]=3)[CH2:15]2)=[O:13])[C:9]2[C:4](=[CH:5][CH:6]=[C:7]([C:23]3[CH:30]=[CH:29][C:28]([F:31])=[CH:27][C:24]=3[CH2:25][N:34]([CH2:32][CH3:33])[CH2:35][CH2:36][OH:37])[CH:8]=2)[N:3]=1. Given the reactants [NH2:1][C:2]1[N:11]=[C:10]([C:12]([N:14]2[CH2:22][C:21]3[C:16](=[CH:17][CH:18]=[CH:19][CH:20]=3)[CH2:15]2)=[O:13])[C:9]2[C:4](=[CH:5][CH:6]=[C:7]([C:23]3[CH:30]=[CH:29][C:28]([F:31])=[CH:27][C:24]=3[CH:25]=O)[CH:8]=2)[N:3]=1.[CH2:32]([NH:34][CH2:35][CH2:36][OH:37])[CH3:33].C(O)(=O)C.C(O[BH-](OC(=O)C)OC(=O)C)(=O)C.[Na+], predict the reaction product.